Dataset: Full USPTO retrosynthesis dataset with 1.9M reactions from patents (1976-2016). Task: Predict the reactants needed to synthesize the given product. (1) Given the product [C:1]([NH:5][C:6]([C:8]1[C:16]2[C:11](=[N:12][CH:13]=[C:14]([C:17]3[C:25]4[C:20](=[CH:21][CH:22]=[C:23]([CH2:26][OH:27])[CH:24]=4)[N:19]([CH3:35])[N:18]=3)[N:15]=2)[NH:10][CH:9]=1)=[O:7])([CH3:4])([CH3:3])[CH3:2], predict the reactants needed to synthesize it. The reactants are: [C:1]([NH:5][C:6]([C:8]1[C:16]2[C:11](=[N:12][CH:13]=[C:14]([C:17]3[C:25]4[C:20](=[CH:21][CH:22]=[C:23]([C:26](C)(C)[O:27][SiH2]C(C)(C)C)[CH:24]=4)[N:19]([CH3:35])[N:18]=3)[N:15]=2)[N:10](COCC[Si](C)(C)C)[CH:9]=1)=[O:7])([CH3:4])([CH3:3])[CH3:2].[F-].C([N+](CCCC)(CCCC)CCCC)CCC. (2) Given the product [CH3:1][C:2]1[N:6]([CH:7]2[CH2:13][CH:12]3[N:14]([CH2:15][CH2:16][C:17]4([C:34]5[CH:35]=[CH:36][CH:37]=[CH:38][CH:39]=5)[CH2:22][CH2:21][N:20]([C:23]([C:25]5[CH:33]=[CH:32][CH:31]=[CH:30][C:26]=5[C:27]([O:29][CH3:44])=[O:28])=[O:24])[CH2:19][CH2:18]4)[CH:9]([CH2:10][CH2:11]3)[CH2:8]2)[C:5]2[CH:40]=[CH:41][CH:42]=[CH:43][C:4]=2[N:3]=1, predict the reactants needed to synthesize it. The reactants are: [CH3:1][C:2]1[N:6]([CH:7]2[CH2:13][CH:12]3[N:14]([CH2:15][CH2:16][C:17]4([C:34]5[CH:39]=[CH:38][CH:37]=[CH:36][CH:35]=5)[CH2:22][CH2:21][N:20]([C:23]([C:25]5[CH:33]=[CH:32][CH:31]=[CH:30][C:26]=5[C:27]([OH:29])=[O:28])=[O:24])[CH2:19][CH2:18]4)[CH:9]([CH2:10][CH2:11]3)[CH2:8]2)[C:5]2[CH:40]=[CH:41][CH:42]=[CH:43][C:4]=2[N:3]=1.[CH3:44][Si](C=[N+]=[N-])(C)C. (3) Given the product [CH:33]([N:1]([CH3:36])[C@@H:2]1[CH2:7][CH2:6][C@H:5]([N:8]2[CH2:12][CH2:11][C@H:10]([NH:13][C:14](=[O:23])[O:15][CH2:16][C:17]3[CH:22]=[CH:21][CH:20]=[CH:19][CH:18]=3)[C:9]2=[O:24])[C@H:4]([CH2:25][S:26]([CH:29]([CH3:31])[CH3:30])(=[O:28])=[O:27])[CH2:3]1)([CH3:35])[CH3:32], predict the reactants needed to synthesize it. The reactants are: [NH2:1][C@@H:2]1[CH2:7][CH2:6][C@H:5]([N:8]2[CH2:12][CH2:11][C@H:10]([NH:13][C:14](=[O:23])[O:15][CH2:16][C:17]3[CH:22]=[CH:21][CH:20]=[CH:19][CH:18]=3)[C:9]2=[O:24])[C@H:4]([CH2:25][S:26]([CH:29]([CH3:31])[CH3:30])(=[O:28])=[O:27])[CH2:3]1.[CH3:32][C:33]([CH3:35])=O.[C:36]([BH3-])#N.[Na+].C=O. (4) Given the product [CH3:96][O:95][C:91]1[CH:90]=[C:89]([NH:88][C:77]2[C:76]3[C:81](=[C:82]([CH3:84])[CH:83]=[C:74]([S:71]([C:67]4[CH:66]=[C:65]([C:62]5[CH:63]=[CH:64][C:59]([CH2:58][CH2:57][CH2:56][CH2:55][CH:54]=[O:53])=[CH:60][CH:61]=5)[CH:70]=[CH:69][CH:68]=4)(=[O:72])=[O:73])[CH:75]=3)[N:80]=[CH:79][C:78]=2[C:85]([NH2:87])=[O:86])[CH:94]=[CH:93][CH:92]=1, predict the reactants needed to synthesize it. The reactants are: COC1C=C(NC2C3C(=C(C)C=C(S(C4C=CC=C(C(=O)NC5C=CC(C6C=CC(CCCC=O)=CC=6)=CC=5)C=4)(=O)=O)C=3)N=CC=2C(N)=O)C=CC=1.[OH:53][CH2:54][CH2:55][CH2:56][CH2:57][CH2:58][C:59]1[CH:64]=[CH:63][C:62]([C:65]2[CH:70]=[CH:69][CH:68]=[C:67]([S:71]([C:74]3[CH:75]=[C:76]4[C:81](=[C:82]([CH3:84])[CH:83]=3)[N:80]=[CH:79][C:78]([C:85]([NH2:87])=[O:86])=[C:77]4[NH:88][C:89]3[CH:94]=[CH:93][CH:92]=[C:91]([O:95][CH3:96])[CH:90]=3)(=[O:73])=[O:72])[CH:66]=2)=[CH:61][CH:60]=1.